The task is: Predict the reaction yield, written as a fraction of the theoretical maximum amount of product (1.0 means a 100% yield; for example, 0.34 means a 34% yield).. This data is from Reaction yield outcomes from USPTO patents with 853,638 reactions. (1) The catalyst is C(#N)C.O.C([O-])(=O)C.[Pd+2].C([O-])(=O)C. The product is [CH3:13][C:12]1[CH:11]=[C:10]([C:14]([NH:16][CH2:17][C:18]2[CH:23]=[CH:22][CH:21]=[C:20]([O:24][Si:25]([C:28]([CH3:31])([CH3:29])[CH3:30])([CH3:26])[CH3:27])[CH:19]=2)=[O:15])[CH:9]=[C:8]([CH3:32])[C:7]=1[C:73]([OH:76])=[O:75]. The yield is 0.710. The reactants are FC(F)(F)S(O[C:7]1[C:12]([CH3:13])=[CH:11][C:10]([C:14]([NH:16][CH2:17][C:18]2[CH:23]=[CH:22][CH:21]=[C:20]([O:24][Si:25]([C:28]([CH3:31])([CH3:30])[CH3:29])([CH3:27])[CH3:26])[CH:19]=2)=[O:15])=[CH:9][C:8]=1[CH3:32])(=O)=O.C1(P(C2C=CC=CC=2)CCCP(C2C=CC=CC=2)C2C=CC=CC=2)C=CC=CC=1.C(N(CC)CC)C.[C]=O.[C:73]([O:76]CC)(=[O:75])C. (2) The reactants are Cl.[F:2][C:3]1[CH:20]=[CH:19][C:6]([C:7]([N:9]2[CH2:14][CH2:13][CH2:12][C@H:11]([C:15]([NH:17][NH2:18])=[O:16])[CH2:10]2)=[O:8])=[CH:5][CH:4]=1.[F:21][C:22]1[CH:30]=[CH:29][C:25]([C:26](O)=[O:27])=[CH:24][CH:23]=1.C1C=CC2N(O)N=NC=2C=1.CCN=C=NCCCN(C)C.Cl.C(N(CC)CC)C.Cl. The catalyst is ClCCl. The product is [F:2][C:3]1[CH:20]=[CH:19][C:6]([C:7]([N:9]2[CH2:14][CH2:13][CH2:12][C@H:11]([C:15]([NH:17][NH:18][C:26](=[O:27])[C:25]3[CH:29]=[CH:30][C:22]([F:21])=[CH:23][CH:24]=3)=[O:16])[CH2:10]2)=[O:8])=[CH:5][CH:4]=1. The yield is 0.0600. (3) The catalyst is C(O)C. The product is [OH:21][C@H:19]([CH3:20])[CH2:18][CH2:17][CH2:16][CH2:15][N:11]1[C:12](=[O:14])[C:13]2[NH:5][C:6]([S:24][CH3:25])=[N:7][C:8]=2[N:9]([CH3:23])[C:10]1=[O:22]. The yield is 0.700. The reactants are C(OC[N:5]1[C:13]2[C:12](=[O:14])[N:11]([CH2:15][CH2:16][CH2:17][CH2:18][C@H:19]([OH:21])[CH3:20])[C:10](=[O:22])[N:9]([CH3:23])[C:8]=2[N:7]=[C:6]1[S:24][CH3:25])C.Cl. (4) The reactants are Cl[C:2]1[C:7]([I:8])=[CH:6][N:5]=[C:4]([S:9][CH3:10])[N:3]=1.C(N(CC)CC)C.[NH2:18][C@@H:19]1[CH2:23][C@H:22]([C:24]([O:26][CH3:27])=[O:25])[C@@H:21]([O:28][Si:29]([C:42]([CH3:45])([CH3:44])[CH3:43])([C:36]2[CH:41]=[CH:40][CH:39]=[CH:38][CH:37]=2)[C:30]2[CH:35]=[CH:34][CH:33]=[CH:32][CH:31]=2)[C@H:20]1[O:46][CH3:47]. The catalyst is C(O)C. The product is [Si:29]([O:28][C@H:21]1[C@@H:20]([O:46][CH3:47])[C@H:19]([NH:18][C:2]2[C:7]([I:8])=[CH:6][N:5]=[C:4]([S:9][CH3:10])[N:3]=2)[CH2:23][C@@H:22]1[C:24]([O:26][CH3:27])=[O:25])([C:42]([CH3:44])([CH3:45])[CH3:43])([C:36]1[CH:37]=[CH:38][CH:39]=[CH:40][CH:41]=1)[C:30]1[CH:31]=[CH:32][CH:33]=[CH:34][CH:35]=1. The yield is 0.750. (5) The reactants are [NH:1]1[CH:5]=[C:4]([CH2:6][CH2:7][NH:8][C:9](=[O:24])[NH:10][CH:11]([CH2:15][C:16]2[CH:21]=[CH:20][C:19]([O:22][CH3:23])=[CH:18][CH:17]=2)[C:12]([OH:14])=O)[N:3]=[CH:2]1.C(N(C(C)C)CC)(C)C.CN(C(ON1N=NC2C=CC=CC1=2)=[N+](C)C)C.[B-](F)(F)(F)F.[C:56]([NH:60][C:61]([C:63]1([CH:69]2[CH2:74][CH2:73][CH2:72][CH2:71][CH2:70]2)[CH2:68][CH2:67][NH:66][CH2:65][CH2:64]1)=[O:62])([CH3:59])([CH3:58])[CH3:57]. The catalyst is ClCCl.CN(C)C=O. The product is [C:56]([NH:60][C:61]([C:63]1([CH:69]2[CH2:74][CH2:73][CH2:72][CH2:71][CH2:70]2)[CH2:64][CH2:65][N:66]([C:12](=[O:14])[CH:11]([NH:10][C:9]([NH:8][CH2:7][CH2:6][C:4]2[N:3]=[CH:2][NH:1][CH:5]=2)=[O:24])[CH2:15][C:16]2[CH:21]=[CH:20][C:19]([O:22][CH3:23])=[CH:18][CH:17]=2)[CH2:67][CH2:68]1)=[O:62])([CH3:59])([CH3:57])[CH3:58]. The yield is 0.110. (6) The catalyst is C1COCC1.CN(C)C1C=CN=CC=1. The reactants are [CH3:1][O:2][C:3]1[CH:4]=[C:5]([NH2:26])[CH:6]=[CH:7][C:8]=1[C:9]1[O:10][C:11]([C:14]2[C:15]([C:20]3[CH:25]=[CH:24][CH:23]=[CH:22][CH:21]=3)=[N:16][O:17][C:18]=2[CH3:19])=[N:12][N:13]=1.C(N(CC)C(C)C)(C)C.[CH3:36][S:37](Cl)(=[O:39])=[O:38]. The product is [CH3:1][O:2][C:3]1[CH:4]=[C:5]([NH:26][S:37]([CH3:36])(=[O:39])=[O:38])[CH:6]=[CH:7][C:8]=1[C:9]1[O:10][C:11]([C:14]2[C:15]([C:20]3[CH:21]=[CH:22][CH:23]=[CH:24][CH:25]=3)=[N:16][O:17][C:18]=2[CH3:19])=[N:12][N:13]=1. The yield is 0.140.